From a dataset of Experimentally validated miRNA-target interactions with 360,000+ pairs, plus equal number of negative samples. Binary Classification. Given a miRNA mature sequence and a target amino acid sequence, predict their likelihood of interaction. (1) The miRNA is ath-miR774a with sequence UUGGUUACCCAUAUGGCCAUC. The protein sequence of the target gene is MEAYEQVQKGPLKLKGVAELGVTKRKKKKKDKDKAKLLEAMGTSKKNEEEKRRGLDKRTPAQAAFEKMQEKRQMERILKKASKTHKQRVEDFNRHLDTLTEHYDIPKVSWTK. Result: 0 (no interaction). (2) The miRNA is hsa-miR-3912-3p with sequence UAACGCAUAAUAUGGACAUGU. The protein sequence of the target gene is MTARGTPSRFLASVLHNGLGRYVQQLQRLSFSVSRDGASSRGAREFVEREVIDFARRNPGVVIYVNSRPCCVPRVVAEYLNGAVREESIHCKSVEEISTLVQKLADQSGLDVIRIRKPFHTDNPSIQGQWHPFTNKPTTFRGLRPREVQDPAPAQDTGLRLSAVAPQILLPGWPDPPDLPTVDPISSSLTSAPAPMLSAVSCLPIVPALTTVCSA. Result: 0 (no interaction). (3) The miRNA is mmu-miR-876-3p with sequence UAGUGGUUUACAAAGUAAUUCA. The protein sequence of the target gene is MSLLATLGLELDRALLPASGLGWLVDYGKLPPAPAPLAPYEVLGGALEGGLPVGGEPLAGDGFSDWMTERVDFTALLPLEPPLPPGTLPQPSPTPPDLEAMASLLKKELEQMEDFFLDAPPLPPPSPPPLPPPPLPPAPSLPLSLPSFDLPQPPVLDTLDLLAIYCRNEAGQEEVGMPPLPPPQQPPPPSPPQPSRLAPYPHPATTRGDRKQKKRDQNKSAALRYRQRKRAEGEALEGECQGLEARNRELKERAESVEREIQYVKDLLIEVYKARSQRTRSC. Result: 0 (no interaction). (4) The miRNA is mmu-miR-466a-3p with sequence UAUACAUACACGCACACAUAAGA. The protein sequence of the target gene is MSGFFTSLDPRRVQWGAAWYAMHSRILRTKPVESMLEGTGTTTAHGTKLAQVLTTVDLISLGVGSCVGTGMYVVSGLVAKEMAGPGVIVSFIIAAVASILSGVCYAEFGVRVPKTTGSAYTYSYVTVGEFVAFFIGWNLILEYLIGTAAGASALSSMFDSLANHTISRWMADSVGTLNGLGKGEESYPDLLALLIAVIVTIIVALGVKNSIGFNNVLNVLNLAVWVFIMIAGLFFINGKYWAEGQFLPHGWSGVLQGAATCFYAFIGFDIIATTGEEAKNPNTSIPYAITASLVICLTAY.... Result: 0 (no interaction). (5) The miRNA is hsa-miR-1284 with sequence UCUAUACAGACCCUGGCUUUUC. The protein sequence of the target gene is MSSYFVNSLFSKYKTGESLRPNYYDCGFAQDLGGRPTVVYGPSSGGSFQHPSQIQEFYHGPSSLSTAPYQQNPCAVACHGDPGNFYGYDPLQRQSLFGAQDPDLVQYADCKLAAASGLGEEAEGSEQSPSPTQLFPWMRPQAAAGRRRGRQTYSRYQTLELEKEFLFNPYLTRKRRIEVSHALGLTERQVKIWFQNRRMKWKKENNKDKFPSSKCEQEELEKEKLERAPETAEQGDAQKGDKK. Result: 0 (no interaction).